This data is from Forward reaction prediction with 1.9M reactions from USPTO patents (1976-2016). The task is: Predict the product of the given reaction. (1) Given the reactants C([O:3][C:4](=O)[CH2:5][C:6]1[CH:11]=[CH:10][N:9]=[C:8]([CH3:12])[CH:7]=1)C.[H-].[H-].[H-].[H-].[Li+].[Al+3], predict the reaction product. The product is: [CH3:12][C:8]1[CH:7]=[C:6]([CH2:5][CH2:4][OH:3])[CH:11]=[CH:10][N:9]=1. (2) Given the reactants B(Br)(Br)Br.C[O:6][C:7]1[CH:8]=[C:9]([CH:15]=[CH:16][C:17]2[O:21][N:20]=[C:19]([C:22]3[CH:23]=[N:24][CH:25]=[CH:26][CH:27]=3)[N:18]=2)[CH:10]=[CH:11][C:12]=1[O:13]C, predict the reaction product. The product is: [N:24]1[CH:25]=[CH:26][CH:27]=[C:22]([C:19]2[N:18]=[C:17]([CH:16]=[CH:15][C:9]3[CH:8]=[C:7]([OH:6])[C:12]([OH:13])=[CH:11][CH:10]=3)[O:21][N:20]=2)[CH:23]=1. (3) Given the reactants [CH3:1][C@@H:2]1[CH2:7][CH2:6][NH:5][CH2:4][C@@H:3]1[N:8]1[C:12]2=[C:13]3[CH:19]=[CH:18][NH:17][C:14]3=[N:15][CH:16]=[C:11]2[NH:10][C:9]1=[O:20].O1CCOCC1.C(=O)([O-])O.[Na+].[CH3:32][N:33]([CH3:38])[S:34](Cl)(=[O:36])=[O:35], predict the reaction product. The product is: [CH3:32][N:33]([CH3:38])[S:34]([N:5]1[CH2:6][CH2:7][C@@H:2]([CH3:1])[C@@H:3]([N:8]2[C:12]3=[C:13]4[CH:19]=[CH:18][NH:17][C:14]4=[N:15][CH:16]=[C:11]3[NH:10][C:9]2=[O:20])[CH2:4]1)(=[O:36])=[O:35]. (4) Given the reactants Br[CH:2]([C:8]1[CH:13]=[CH:12][CH:11]=[CH:10][CH:9]=1)[C:3]([O:5]CC)=[O:4].[NH2:14][C:15]1[CH:19]=[CH:18][S:17][C:16]=1[C:20](=[O:22])[CH3:21].[OH-].[Na+], predict the reaction product. The product is: [C:20]([C:16]1[S:17][CH:18]=[CH:19][C:15]=1[NH:14][CH:2]([C:8]1[CH:9]=[CH:10][CH:11]=[CH:12][CH:13]=1)[C:3]([OH:5])=[O:4])(=[O:22])[CH3:21]. (5) Given the reactants [CH2:1]([C:3]1[CH:8]=[C:7]([C:9]2[O:13][N:12]=[C:11]([C:14]3[CH:19]=[CH:18][C:17]([CH2:20][N:21]4[CH:25]=[CH:24][C:23]([C:26]([O:28]C)=[O:27])=[N:22]4)=[CH:16][CH:15]=3)[N:10]=2)[CH:6]=[CH:5][C:4]=1[C:30]1[CH:35]=[CH:34][CH:33]=[CH:32][C:31]=1[F:36])[CH3:2].[OH-].[Na+:38], predict the reaction product. The product is: [CH2:1]([C:3]1[CH:8]=[C:7]([C:9]2[O:13][N:12]=[C:11]([C:14]3[CH:15]=[CH:16][C:17]([CH2:20][N:21]4[CH:25]=[CH:24][C:23]([C:26]([O-:28])=[O:27])=[N:22]4)=[CH:18][CH:19]=3)[N:10]=2)[CH:6]=[CH:5][C:4]=1[C:30]1[CH:35]=[CH:34][CH:33]=[CH:32][C:31]=1[F:36])[CH3:2].[Na+:38]. (6) Given the reactants [CH3:1][O:2][C:3]1[CH:21]=[CH:20][C:6]([CH2:7][O:8][C:9]2[CH:10]=[C:11]3[C:16](=[CH:17][CH:18]=2)[NH:15][C:14](=[O:19])[CH2:13][CH2:12]3)=[CH:5][CH:4]=1.[H-].[Na+].[CH2:24]([O:26][C:27](=[O:31])[CH2:28][CH2:29]Br)[CH3:25], predict the reaction product. The product is: [CH2:24]([O:26][C:27](=[O:31])[CH2:28][CH2:29][N:15]1[C:16]2[C:11](=[CH:10][C:9]([O:8][CH2:7][C:6]3[CH:5]=[CH:4][C:3]([O:2][CH3:1])=[CH:21][CH:20]=3)=[CH:18][CH:17]=2)[CH2:12][CH2:13][C:14]1=[O:19])[CH3:25]. (7) Given the reactants [C:1]([O:5][C:6]([N:8]1[C:16]2[C:11](=[CH:12][CH:13]=[CH:14][CH:15]=2)[CH2:10][C@H:9]1[C:17](O)=[O:18])=[O:7])([CH3:4])([CH3:3])[CH3:2].CCN(C(C)C)C(C)C.CN(C(ON1N=NC2C=CC=NC1=2)=[N+](C)C)C.F[P-](F)(F)(F)(F)F.[NH2:53][C:54]1[S:55][CH:56]=[C:57]([C:59]2[CH:70]=[CH:69][C:62]([C:63]([NH:65][CH:66]3[CH2:68][CH2:67]3)=[O:64])=[CH:61][CH:60]=2)[N:58]=1, predict the reaction product. The product is: [C:1]([O:5][C:6]([N:8]1[C:16]2[C:11](=[CH:12][CH:13]=[CH:14][CH:15]=2)[CH2:10][C@H:9]1[C:17](=[O:18])[NH:53][C:54]1[S:55][CH:56]=[C:57]([C:59]2[CH:60]=[CH:61][C:62]([C:63](=[O:64])[NH:65][CH:66]3[CH2:67][CH2:68]3)=[CH:69][CH:70]=2)[N:58]=1)=[O:7])([CH3:4])([CH3:3])[CH3:2]. (8) Given the reactants [CH3:1][O:2][C:3](=[O:13])[C:4]1[CH:9]=[CH:8][C:7]([O:10][CH3:11])=[C:6]([NH2:12])[CH:5]=1.C([O-])([O-])=O.[Cs+].[Cs+].Br[CH2:21][CH2:22][CH2:23][O:24][CH3:25].[Na+].[I-], predict the reaction product. The product is: [CH3:1][O:2][C:3](=[O:13])[C:4]1[CH:9]=[CH:8][C:7]([O:10][CH3:11])=[C:6]([NH:12][CH2:21][CH2:22][CH2:23][O:24][CH3:25])[CH:5]=1. (9) The product is: [CH2:21]([N:23]([CH2:26][C:27]1[S:31][C:30]([C:32]2[O:18][N:17]=[C:16]([C:13]3[CH:12]=[CH:11][C:10]([S:7]([NH:6][CH2:5][C:4]([OH:3])=[O:20])(=[O:8])=[O:9])=[CH:15][CH:14]=3)[N:19]=2)=[CH:29][C:28]=1[CH3:35])[CH2:24][CH3:25])[CH3:22]. Given the reactants C([O:3][C:4](=[O:20])[CH2:5][NH:6][S:7]([C:10]1[CH:15]=[CH:14][C:13]([C:16](=[NH:19])[NH:17][OH:18])=[CH:12][CH:11]=1)(=[O:9])=[O:8])C.[CH2:21]([N:23]([CH2:26][C:27]1[S:31][C:30]([C:32](O)=O)=[CH:29][C:28]=1[CH3:35])[CH2:24][CH3:25])[CH3:22].Cl, predict the reaction product.